Dataset: Full USPTO retrosynthesis dataset with 1.9M reactions from patents (1976-2016). Task: Predict the reactants needed to synthesize the given product. (1) Given the product [Cl:8][C:7]1[C:2]([N:12]2[CH2:11][CH2:10][N:9]([C:15]([O:17][C:18]([CH3:21])([CH3:20])[CH3:19])=[O:16])[CH2:14][CH2:13]2)=[N:3][CH:4]=[CH:5][N:6]=1, predict the reactants needed to synthesize it. The reactants are: Cl[C:2]1[C:7]([Cl:8])=[N:6][CH:5]=[CH:4][N:3]=1.[N:9]1([C:15]([O:17][C:18]([CH3:21])([CH3:20])[CH3:19])=[O:16])[CH2:14][CH2:13][NH:12][CH2:11][CH2:10]1. (2) The reactants are: [CH3:1][N:2]1[C:6]2=[N:7][C:8]([O:15][CH2:16][C:17](O)=[O:18])=[CH:9][C:10]([C:11]([F:14])([F:13])[F:12])=[C:5]2[C:4]([C:20]2[CH:25]=[CH:24][CH:23]=[CH:22][CH:21]=2)=[N:3]1.CC(C)N=C=NC(C)C.C1C=CC2N(O)N=NC=2C=1.[CH3:45][C:46]1[C:50]([CH:51]([NH2:53])[CH3:52])=[C:49]([CH3:54])[NH:48][N:47]=1. Given the product [CH3:45][C:46]1[C:50]([C@@H:51]([NH:53][C:17](=[O:18])[CH2:16][O:15][C:8]2[N:7]=[C:6]3[N:2]([CH3:1])[N:3]=[C:4]([C:20]4[CH:25]=[CH:24][CH:23]=[CH:22][CH:21]=4)[C:5]3=[C:10]([C:11]([F:14])([F:13])[F:12])[CH:9]=2)[CH3:52])=[C:49]([CH3:54])[NH:48][N:47]=1, predict the reactants needed to synthesize it. (3) Given the product [Cl:10][CH2:11][CH2:12][CH2:13][C:14]#[C:15][C:5]1[C:3]([NH2:4])=[N:18][CH:8]=[CH:7][CH:6]=1, predict the reactants needed to synthesize it. The reactants are: NC1[C:8](I)=[CH:7][CH:6]=[CH:5][C:3]=1[NH2:4].[Cl:10][CH2:11][CH2:12][CH2:13][C:14]#[CH:15].C([N:18](CC)CC)C. (4) The reactants are: [NH2:1][C:2]1[N:9]=[C:8]([C:10]2[CH:15]=[CH:14][CH:13]=[CH:12][C:11]=2[O:16][Si:17]([C:20]([CH3:23])([CH3:22])[CH3:21])([CH3:19])[CH3:18])[CH:7]=[C:6]([C:24]2[CH:29]=[CH:28][CH:27]=[C:26]([N+:30]([O-:32])=[O:31])[CH:25]=2)[C:3]=1[C:4]#[N:5].[Cl:33][C:34]1[S:38][C:37]([C:39](Cl)=[O:40])=[CH:36][CH:35]=1. Given the product [Si:17]([O:16][C:11]1[CH:12]=[CH:13][CH:14]=[CH:15][C:10]=1[C:8]1[N:9]=[C:2]([NH:1][C:39]([C:37]2[S:38][C:34]([Cl:33])=[CH:35][CH:36]=2)=[O:40])[C:3]([C:4]#[N:5])=[C:6]([C:24]2[CH:29]=[CH:28][CH:27]=[C:26]([N+:30]([O-:32])=[O:31])[CH:25]=2)[CH:7]=1)([C:20]([CH3:23])([CH3:22])[CH3:21])([CH3:18])[CH3:19], predict the reactants needed to synthesize it. (5) The reactants are: [OH:1][C:2]1[CH:7]=[CH:6][C:5]([C:8]([C:10]2[CH:15]=[C:14]([O:16][CH3:17])[CH:13]=[CH:12][C:11]=2[C:18]2[CH:27]=[CH:26][C:25]3[C:20](=[CH:21][CH:22]=[C:23]([O:28][CH3:29])[CH:24]=3)[CH:19]=2)=[O:9])=[CH:4][CH:3]=1.Cl.Cl[CH2:32][CH2:33][N:34]([CH:38]([CH3:40])[CH3:39])[CH:35]([CH3:37])[CH3:36]. Given the product [CH:35]([N:34]([CH:38]([CH3:40])[CH3:39])[CH2:33][CH2:32][O:1][C:2]1[CH:3]=[CH:4][C:5]([C:8]([C:10]2[CH:15]=[C:14]([O:16][CH3:17])[CH:13]=[CH:12][C:11]=2[C:18]2[CH:27]=[CH:26][C:25]3[C:20](=[CH:21][CH:22]=[C:23]([O:28][CH3:29])[CH:24]=3)[CH:19]=2)=[O:9])=[CH:6][CH:7]=1)([CH3:37])[CH3:36], predict the reactants needed to synthesize it. (6) Given the product [NH2:54][C:35]1[C:36]([NH:47][CH2:48][C:49]([O:51][CH2:52][CH3:53])=[O:50])=[N:37][C:38]([NH:40][CH2:41][C:42]([O:44][CH2:45][CH3:46])=[O:43])=[N:39][C:34]=1[C:32]([O:31][CH2:29][CH3:30])=[O:33], predict the reactants needed to synthesize it. The reactants are: NC1C(NC2C=CC=C(O)C=2)=NC(NC2C=CC=C(O)C=2)=NC=1C(OCC)=O.[CH2:29]([O:31][C:32]([C:34]1[N:39]=[C:38]([NH:40][CH2:41][C:42]([O:44][CH2:45][CH3:46])=[O:43])[N:37]=[C:36]([NH:47][CH2:48][C:49]([O:51][CH2:52][CH3:53])=[O:50])[C:35]=1[N+:54]([O-])=O)=[O:33])[CH3:30].[H][H]. (7) Given the product [Br:8][C:9]1[CH:14]=[CH:13][C:12]([CH2:15][CH2:16][O:17][CH2:4][CH2:5][CH3:6])=[CH:11][CH:10]=1, predict the reactants needed to synthesize it. The reactants are: [H-].[Na+].O1C[CH2:6][CH2:5][CH2:4]1.[Br:8][C:9]1[CH:14]=[CH:13][C:12]([CH2:15][CH2:16][OH:17])=[CH:11][CH:10]=1.ICCC.